From a dataset of NCI-60 drug combinations with 297,098 pairs across 59 cell lines. Regression. Given two drug SMILES strings and cell line genomic features, predict the synergy score measuring deviation from expected non-interaction effect. (1) Drug 1: C1=CC(=CC=C1CC(C(=O)O)N)N(CCCl)CCCl.Cl. Drug 2: C1=NC2=C(N=C(N=C2N1C3C(C(C(O3)CO)O)O)F)N. Cell line: UACC62. Synergy scores: CSS=6.64, Synergy_ZIP=1.20, Synergy_Bliss=-3.15, Synergy_Loewe=-2.87, Synergy_HSA=-2.93. (2) Drug 1: CC1=C2C(C(=O)C3(C(CC4C(C3C(C(C2(C)C)(CC1OC(=O)C(C(C5=CC=CC=C5)NC(=O)OC(C)(C)C)O)O)OC(=O)C6=CC=CC=C6)(CO4)OC(=O)C)O)C)O. Drug 2: CC1C(C(CC(O1)OC2CC(CC3=C2C(=C4C(=C3O)C(=O)C5=C(C4=O)C(=CC=C5)OC)O)(C(=O)CO)O)N)O.Cl. Cell line: OVCAR3. Synergy scores: CSS=37.7, Synergy_ZIP=-3.55, Synergy_Bliss=-1.18, Synergy_Loewe=1.32, Synergy_HSA=2.11. (3) Drug 1: CC1=C(C=C(C=C1)NC2=NC=CC(=N2)N(C)C3=CC4=NN(C(=C4C=C3)C)C)S(=O)(=O)N.Cl. Drug 2: C1=CC(=CC=C1CC(C(=O)O)N)N(CCCl)CCCl.Cl. Cell line: HT29. Synergy scores: CSS=6.16, Synergy_ZIP=-0.358, Synergy_Bliss=-0.112, Synergy_Loewe=-11.9, Synergy_HSA=-5.19. (4) Drug 1: CC1=C2C(C(=O)C3(C(CC4C(C3C(C(C2(C)C)(CC1OC(=O)C(C(C5=CC=CC=C5)NC(=O)OC(C)(C)C)O)O)OC(=O)C6=CC=CC=C6)(CO4)OC(=O)C)O)C)O. Drug 2: C(=O)(N)NO. Cell line: MCF7. Synergy scores: CSS=1.17, Synergy_ZIP=-1.53, Synergy_Bliss=2.28, Synergy_Loewe=-0.588, Synergy_HSA=1.33. (5) Drug 1: C1=CC=C(C=C1)NC(=O)CCCCCCC(=O)NO. Drug 2: CC1C(C(CC(O1)OC2CC(CC3=C2C(=C4C(=C3O)C(=O)C5=C(C4=O)C(=CC=C5)OC)O)(C(=O)CO)O)N)O.Cl. Cell line: SF-539. Synergy scores: CSS=44.0, Synergy_ZIP=-7.88, Synergy_Bliss=-3.82, Synergy_Loewe=-5.35, Synergy_HSA=-0.669. (6) Drug 1: CCCS(=O)(=O)NC1=C(C(=C(C=C1)F)C(=O)C2=CNC3=C2C=C(C=N3)C4=CC=C(C=C4)Cl)F. Drug 2: C1=NC2=C(N1)C(=S)N=C(N2)N. Cell line: SF-295. Synergy scores: CSS=29.5, Synergy_ZIP=-1.17, Synergy_Bliss=-2.60, Synergy_Loewe=-14.4, Synergy_HSA=-2.09. (7) Drug 1: COC1=C2C(=CC3=C1OC=C3)C=CC(=O)O2. Drug 2: C1CNP(=O)(OC1)N(CCCl)CCCl. Cell line: HT29. Synergy scores: CSS=0.741, Synergy_ZIP=3.28, Synergy_Bliss=6.07, Synergy_Loewe=-0.306, Synergy_HSA=1.35. (8) Drug 1: C1CN1P(=S)(N2CC2)N3CC3. Drug 2: CC1CCC2CC(C(=CC=CC=CC(CC(C(=O)C(C(C(=CC(C(=O)CC(OC(=O)C3CCCCN3C(=O)C(=O)C1(O2)O)C(C)CC4CCC(C(C4)OC)OCCO)C)C)O)OC)C)C)C)OC. Cell line: UO-31. Synergy scores: CSS=20.3, Synergy_ZIP=-6.05, Synergy_Bliss=2.24, Synergy_Loewe=-32.2, Synergy_HSA=3.04.